Dataset: Reaction yield outcomes from USPTO patents with 853,638 reactions. Task: Predict the reaction yield, written as a fraction of the theoretical maximum amount of product (1.0 means a 100% yield; for example, 0.34 means a 34% yield). (1) The reactants are [NH2:1][C:2]1[CH:7]=[CH:6][CH:5]=[CH:4][CH:3]=1.[CH:8]([N:11]([CH2:15][CH3:16])[CH:12]([CH3:14])[CH3:13])([CH3:10])[CH3:9].[CH2:17]1[S:21](=[O:23])(=[O:22])[O:20][CH2:19][CH2:18]1. The catalyst is C(#N)C. The product is [S:21]([CH2:17][CH2:18][CH2:19][N:1]([CH2:14][CH2:12][CH2:13][S:21]([O-:23])(=[O:22])=[O:20])[C:2]1[CH:7]=[CH:6][CH:5]=[CH:4][CH:3]=1)([O-:20])(=[O:23])=[O:22].[CH2:15]([NH+:11]([CH:12]([CH3:14])[CH3:13])[CH:8]([CH3:10])[CH3:9])[CH3:16].[CH2:17]([NH+:1]([CH:2]([CH3:3])[CH3:7])[CH:8]([CH3:10])[CH3:9])[CH3:18]. The yield is 0.940. (2) The reactants are [CH2:1]([O:4][N:5]([C@H:18]1[CH2:23][N:22]([C:24]([O:26][C:27]([CH3:30])([CH3:29])[CH3:28])=[O:25])[C@H:21]([C:31]([OH:33])=[O:32])[CH:20]=[C:19]1[CH3:34])[S:6]([C:9]1[CH:14]=[CH:13][CH:12]=[CH:11][C:10]=1[N+:15]([O-:17])=[O:16])(=[O:8])=[O:7])[CH:2]=[CH2:3].[C:35](=O)([O-])[O-].[K+].[K+].CI. The catalyst is CN(C=O)C.C(OCC)(=O)C. The product is [CH2:1]([O:4][N:5]([C@H:18]1[CH2:23][N:22]([C:24]([O:26][C:27]([CH3:28])([CH3:29])[CH3:30])=[O:25])[C@H:21]([C:31]([O:33][CH3:35])=[O:32])[CH:20]=[C:19]1[CH3:34])[S:6]([C:9]1[CH:14]=[CH:13][CH:12]=[CH:11][C:10]=1[N+:15]([O-:17])=[O:16])(=[O:7])=[O:8])[CH:2]=[CH2:3]. The yield is 0.668. (3) The reactants are [C:1]1([N:7]([CH2:30][CH2:31][C:32]2[NH:36][N:35]=[N:34][N:33]=2)[C:8]([C:10]2[CH:29]=[CH:28][C:13]3[N:14]([CH3:27])[C:15]([CH2:17][CH2:18][C:19]4[CH:24]=[CH:23][C:22]([C:25]#[N:26])=[CH:21][CH:20]=4)=[N:16][C:12]=3[CH:11]=2)=[O:9])[CH:6]=[CH:5][CH:4]=[CH:3][CH:2]=1.[ClH:37].C(=O)([O-])[O-].[NH4+:42].[NH4+]. The catalyst is C(O)C. The product is [ClH:37].[C:1]1([N:7]([CH2:30][CH2:31][C:32]2[NH:36][N:35]=[N:34][N:33]=2)[C:8]([C:10]2[CH:29]=[CH:28][C:13]3[N:14]([CH3:27])[C:15]([CH2:17][CH2:18][C:19]4[CH:24]=[CH:23][C:22]([C:25](=[NH:42])[NH2:26])=[CH:21][CH:20]=4)=[N:16][C:12]=3[CH:11]=2)=[O:9])[CH:6]=[CH:5][CH:4]=[CH:3][CH:2]=1. The yield is 0.920. (4) The reactants are [N:1]1([C:7]2[N:12]=[C:11]([N:13]3[CH:18]4[CH2:19][CH2:20][CH:14]3[CH2:15][O:16][CH2:17]4)[N:10]=[C:9]([C:21]3[CH:27]=[CH:26][C:24]([NH2:25])=[CH:23][CH:22]=3)[N:8]=2)[CH2:6][CH2:5][O:4][CH2:3][CH2:2]1.ClC(Cl)(O[C:32](=[O:38])OC(Cl)(Cl)Cl)Cl.[NH2:40][C:41]1[CH:48]=[CH:47][C:44]([C:45]#[N:46])=[CH:43][CH:42]=1. No catalyst specified. The product is [C:45]([C:44]1[CH:47]=[CH:48][C:41]([NH:40][C:32]([NH:25][C:24]2[CH:26]=[CH:27][C:21]([C:9]3[N:8]=[C:7]([N:1]4[CH2:2][CH2:3][O:4][CH2:5][CH2:6]4)[N:12]=[C:11]([N:13]4[CH:14]5[CH2:20][CH2:19][CH:18]4[CH2:17][O:16][CH2:15]5)[N:10]=3)=[CH:22][CH:23]=2)=[O:38])=[CH:42][CH:43]=1)#[N:46]. The yield is 0.460. (5) The reactants are Cl[C:2]1[N:3]=[N:4][CH:5]=[C:6]([C:8]2[CH:13]=[CH:12][CH:11]=[CH:10][C:9]=2[C:14]#[N:15])[CH:7]=1.O.[NH2:17][NH2:18]. The catalyst is C(O)(C)C. The product is [C:14]([C:9]1[CH:10]=[CH:11][CH:12]=[CH:13][C:8]=1[C:6]1[CH:7]=[C:2]([NH:17][NH2:18])[N:3]=[N:4][CH:5]=1)#[N:15]. The yield is 0.950. (6) The reactants are [Cl:1][C:2]1[C:3](F)=[C:4]([F:26])[CH:5]=[C:6]2[C:11]=1[N:10]([C:12]1[CH:17]=[CH:16][C:15]([CH2:18][OH:19])=[CH:14][CH:13]=1)[CH:9]=[C:8]([C:20]([O:22][CH2:23][CH3:24])=[O:21])[C:7]2=[O:25].[N:28]1[CH:33]=[CH:32][CH:31]=[CH:30][C:29]=1[N:34]1[CH2:39][CH2:38][NH:37][CH2:36][CH2:35]1.CCN(C(C)C)C(C)C. The catalyst is CS(C)=O.C(OCC)(=O)C. The product is [Cl:1][C:2]1[C:3]([N:37]2[CH2:38][CH2:39][N:34]([C:29]3[CH:30]=[CH:31][CH:32]=[CH:33][N:28]=3)[CH2:35][CH2:36]2)=[C:4]([F:26])[CH:5]=[C:6]2[C:11]=1[N:10]([C:12]1[CH:17]=[CH:16][C:15]([CH2:18][OH:19])=[CH:14][CH:13]=1)[CH:9]=[C:8]([C:20]([O:22][CH2:23][CH3:24])=[O:21])[C:7]2=[O:25]. The yield is 0.740. (7) The reactants are [NH2:1][C:2]1[S:3][C:4]2[CH:10]=[CH:9][CH:8]=[C:7]([O:11][C:12]([F:15])([F:14])[F:13])[C:5]=2[N:6]=1.[CH3:16][C:17]1[S:21][C:20]([C:22](Cl)=[O:23])=[CH:19][CH:18]=1. The catalyst is N1C=CC=CC=1.CN(C)C1C=CN=CC=1. The product is [F:14][C:12]([F:15])([F:13])[O:11][C:7]1[C:5]2[N:6]=[C:2]([NH:1][C:22]([C:20]3[S:21][C:17]([CH3:16])=[CH:18][CH:19]=3)=[O:23])[S:3][C:4]=2[CH:10]=[CH:9][CH:8]=1. The yield is 0.390.